Predict the product of the given reaction. From a dataset of Forward reaction prediction with 1.9M reactions from USPTO patents (1976-2016). (1) Given the reactants Cl[C:2]1[N:7]2[C:8]([C:12]([O:14][CH2:15][CH3:16])=[O:13])=[C:9]([CH3:11])[N:10]=[C:6]2[CH:5]=[CH:4][CH:3]=1.[NH2:17][C:18]1[CH:23]=[CH:22][C:21]([CH2:24][CH2:25][NH2:26])=[CH:20][CH:19]=1.C(N(CC)C(C)C)(C)C, predict the reaction product. The product is: [NH2:17][C:18]1[CH:23]=[CH:22][C:21]([CH2:24][CH2:25][NH:26][C:2]2[N:7]3[C:8]([C:12]([O:14][CH2:15][CH3:16])=[O:13])=[C:9]([CH3:11])[N:10]=[C:6]3[CH:5]=[CH:4][CH:3]=2)=[CH:20][CH:19]=1. (2) Given the reactants [NH:1]1[CH2:6][CH2:5][CH:4]([O:7][C:8]2[C:13]([C:14]3[CH:19]=[CH:18][N:17]=[CH:16][CH:15]=3)=[N:12][CH:11]=[CH:10][N:9]=2)[CH2:3][CH2:2]1.[CH3:20][N:21]1[CH:25]=[C:24]([CH:26]=O)[CH:23]=[N:22]1.[Na].C(=O)([O-])O.[Na+], predict the reaction product. The product is: [CH3:20][N:21]1[CH:25]=[C:24]([CH2:26][N:1]2[CH2:2][CH2:3][CH:4]([O:7][C:8]3[C:13]([C:14]4[CH:19]=[CH:18][N:17]=[CH:16][CH:15]=4)=[N:12][CH:11]=[CH:10][N:9]=3)[CH2:5][CH2:6]2)[CH:23]=[N:22]1. (3) Given the reactants [CH:1]1[CH:2]=[CH:3][C:4]([C:7]2[O:20][C:12]3=[CH:13][C:14]([OH:19])=[C:15]([OH:18])[C:16]([OH:17])=[C:11]3[C:9](=[O:10])[CH:8]=2)=[CH:5][CH:6]=1.[CH2:21]=O.[OH:23][CH2:24][CH2:25][N:26]1[CH2:31][CH2:30][NH:29][CH2:28][CH2:27]1, predict the reaction product. The product is: [OH:17][C:16]1[C:15]([OH:18])=[C:14]([OH:19])[C:13]([CH2:21][N:29]2[CH2:30][CH2:31][N:26]([CH2:25][CH2:24][OH:23])[CH2:27][CH2:28]2)=[C:12]2[C:11]=1[C:9](=[O:10])[CH:8]=[C:7]([C:4]1[CH:3]=[CH:2][CH:1]=[CH:6][CH:5]=1)[O:20]2. (4) The product is: [CH2:1]([C:8]1[CH:9]=[N:10][C:11]2[C:16]([C:17]=1[C:18]1[CH:19]=[C:20]([NH:24][CH2:29][C:31]3[CH:39]=[CH:38][CH:37]=[C:36]4[C:32]=3[CH:33]=[CH:34][NH:35]4)[CH:21]=[CH:22][CH:23]=1)=[CH:15][CH:14]=[CH:13][C:12]=2[C:25]([F:28])([F:26])[F:27])[C:2]1[CH:3]=[CH:4][CH:5]=[CH:6][CH:7]=1. Given the reactants [CH2:1]([C:8]1[CH:9]=[N:10][C:11]2[C:16]([C:17]=1[C:18]1[CH:19]=[C:20]([NH2:24])[CH:21]=[CH:22][CH:23]=1)=[CH:15][CH:14]=[CH:13][C:12]=2[C:25]([F:28])([F:27])[F:26])[C:2]1[CH:7]=[CH:6][CH:5]=[CH:4][CH:3]=1.[CH:29]([C:31]1[CH:39]=[CH:38][CH:37]=[C:36]2[C:32]=1[CH:33]=[CH:34][NH:35]2)=O, predict the reaction product. (5) Given the reactants [CH2:1]([O:3][C:4]1[CH:13]=[C:12]2[C:7]([C:8]([CH2:14][C:15]3[CH:20]=[C:19]([O:21][CH3:22])[C:18]([O:23][CH3:24])=[C:17]([O:25][CH3:26])[CH:16]=3)=[CH:9][N:10]=[CH:11]2)=[CH:6][CH:5]=1)[CH3:2].[N+]([O-])(O)=[O:28], predict the reaction product. The product is: [CH2:1]([O:3][C:4]1[CH:13]=[C:12]2[C:7]([C:8]([C:14]([C:15]3[CH:16]=[C:17]([O:25][CH3:26])[C:18]([O:23][CH3:24])=[C:19]([O:21][CH3:22])[CH:20]=3)=[O:28])=[CH:9][N:10]=[CH:11]2)=[CH:6][CH:5]=1)[CH3:2]. (6) Given the reactants [Cl:1][C:2]1[N:3]=[C:4]([NH:22][C:23]2[CH:31]=[CH:30][CH:29]=[C:28]([F:32])[C:24]=2[C:25]([OH:27])=O)[C:5]2[CH:10]=[C:9]([CH3:11])[N:8]([S:12]([C:15]3[CH:20]=[CH:19][C:18]([CH3:21])=[CH:17][CH:16]=3)(=[O:14])=[O:13])[C:6]=2[N:7]=1.C(Cl)(=O)C(Cl)=O.ClCCl, predict the reaction product. The product is: [ClH:1].[Cl:1][C:2]1[N:3]2[C:4](=[N:22][C:23]3[C:24]([C:25]2=[O:27])=[C:28]([F:32])[CH:29]=[CH:30][CH:31]=3)[C:5]2[CH:10]=[C:9]([CH3:11])[N:8]([S:12]([C:15]3[CH:20]=[CH:19][C:18]([CH3:21])=[CH:17][CH:16]=3)(=[O:14])=[O:13])[C:6]=2[N:7]=1. (7) Given the reactants C(=O)([O-])[O-].[K+].[K+].Cl[C:8]1[N:13]=[C:12]2[N:14]([CH3:18])[N:15]=[C:16]([CH3:17])[C:11]2=[CH:10][C:9]=1[CH:19]=[O:20].[CH:21]1([CH2:25][NH:26][CH2:27][CH3:28])[CH2:24][CH2:23][CH2:22]1.O, predict the reaction product. The product is: [CH:21]1([CH2:25][N:26]([CH2:27][CH3:28])[C:8]2[N:13]=[C:12]3[N:14]([CH3:18])[N:15]=[C:16]([CH3:17])[C:11]3=[CH:10][C:9]=2[CH:19]=[O:20])[CH2:24][CH2:23][CH2:22]1. (8) Given the reactants [Mg+2].[Cl-].[Cl-].C(S)[C@@H](O)[C@H]([OH:9])CS.P(O)(O)(O)=O.[C:17]([OH:20])(=[O:19])C.C([O-])(=O)C.OP([O-])(O)=O.[K+].[CH3:31][CH2:32][N:33]([CH2:36][CH2:37]O)[CH2:34][CH3:35], predict the reaction product. The product is: [C:17](=[O:19])([OH:9])[O-:20].[CH2:32]([NH+:33]([CH2:36][CH3:37])[CH2:34][CH3:35])[CH3:31]. (9) Given the reactants [NH2:1][CH2:2][C@H:3]1[CH2:7][CH2:6][N:5]([C:8]([O:10][C:11]([CH3:14])([CH3:13])[CH3:12])=[O:9])[CH2:4]1.[Cl:15][C:16]1[CH:27]=[CH:26][C:19]2[S:20][C:21]([C:23](O)=[O:24])=[CH:22][C:18]=2[CH:17]=1, predict the reaction product. The product is: [C:11]([O:10][C:8]([N:5]1[CH2:6][CH2:7][C@H:3]([CH2:2][NH:1][C:23]([C:21]2[S:20][C:19]3[CH:26]=[CH:27][C:16]([Cl:15])=[CH:17][C:18]=3[CH:22]=2)=[O:24])[CH2:4]1)=[O:9])([CH3:14])([CH3:13])[CH3:12].